Dataset: Forward reaction prediction with 1.9M reactions from USPTO patents (1976-2016). Task: Predict the product of the given reaction. (1) Given the reactants Cl[C:2]1[N:7]=[CH:6][C:5]([N:8]2[C:20]3[C:19]4[CH:18]=[C:17]([C:21]5[CH:22]=[N:23][CH:24]=[CH:25][CH:26]=5)[CH:16]=[CH:15][C:14]=4[N:13]=[CH:12][C:11]=3[N:10]([CH3:27])[C:9]2=[O:28])=[CH:4][CH:3]=1.[CH3:29][N:30]1[CH2:35][CH2:34][NH:33][CH2:32][CH2:31]1, predict the reaction product. The product is: [CH3:27][N:10]1[C:11]2[CH:12]=[N:13][C:14]3[CH:15]=[CH:16][C:17]([C:21]4[CH:22]=[N:23][CH:24]=[CH:25][CH:26]=4)=[CH:18][C:19]=3[C:20]=2[N:8]([C:5]2[CH:6]=[N:7][C:2]([N:33]3[CH2:34][CH2:35][N:30]([CH3:29])[CH2:31][CH2:32]3)=[CH:3][CH:4]=2)[C:9]1=[O:28]. (2) Given the reactants [H-].[Al+3].[Li+].[H-].[H-].[H-].[NH2:7][C@H:8]1[CH2:13][N:12]([CH2:14][C:15]2[CH:20]=[CH:19][CH:18]=[CH:17][CH:16]=2)[C@@H:11]([CH2:21][C:22](OCC)=[O:23])[CH2:10][CH2:9]1, predict the reaction product. The product is: [NH2:7][C@H:8]1[CH2:13][N:12]([CH2:14][C:15]2[CH:20]=[CH:19][CH:18]=[CH:17][CH:16]=2)[C@@H:11]([CH2:21][CH2:22][OH:23])[CH2:10][CH2:9]1. (3) Given the reactants CO[C:3](=[O:20])[C:4]1[CH:9]=[C:8]([N+:10]([O-:12])=[O:11])[CH:7]=[CH:6][C:5]=1[NH:13][C:14](=[O:19])[CH2:15][C:16](=[O:18])[CH3:17].C[O-].[Na+], predict the reaction product. The product is: [C:16]([CH:15]1[C:3](=[O:20])[C:4]2[C:5](=[CH:6][CH:7]=[C:8]([N+:10]([O-:12])=[O:11])[CH:9]=2)[NH:13][C:14]1=[O:19])(=[O:18])[CH3:17]. (4) Given the reactants [NH2:1][C:2]1[CH:11]=[C:10]([N:12]2[CH2:17][CH2:16][N:15]([C:18]([NH:20][CH2:21][C:22]([OH:24])=O)=[O:19])[CH2:14][CH2:13]2)[C:9]2[C:4](=[CH:5][C:6]([Cl:25])=[CH:7][CH:8]=2)[N:3]=1.[CH3:26][NH:27][CH3:28].CCN(C(C)C)C(C)C.CN(C(ON1N=NC2C=CC=NC1=2)=[N+](C)C)C.F[P-](F)(F)(F)(F)F, predict the reaction product. The product is: [NH2:1][C:2]1[CH:11]=[C:10]([N:12]2[CH2:17][CH2:16][N:15]([C:18]([NH:20][CH2:21][C:22]([N:27]([CH3:28])[CH3:26])=[O:24])=[O:19])[CH2:14][CH2:13]2)[C:9]2[C:4](=[CH:5][C:6]([Cl:25])=[CH:7][CH:8]=2)[N:3]=1. (5) Given the reactants Cl.[Cl:2][C:3]1[CH:8]=[CH:7][CH:6]=[CH:5][C:4]=1[CH2:9][CH2:10][NH:11][CH2:12][CH2:13][CH2:14][S:15][CH2:16][CH2:17][NH:18][CH2:19][C@@H:20]([C:22]1[C:30]2[S:29][C:28](=[O:31])[NH:27][C:26]=2[C:25]([OH:32])=[CH:24][CH:23]=1)[OH:21], predict the reaction product. The product is: [ClH:2].[Cl:2][C:3]1[CH:8]=[CH:7][CH:6]=[CH:5][C:4]=1[CH2:9][CH2:10][NH:11][CH2:12][CH2:13][CH2:14][S:15][CH2:16][CH2:17][NH:18][CH2:19][C@@H:20]([C:22]1[C:30]2[S:29][C:28](=[O:31])[NH:27][C:26]=2[C:25]([OH:32])=[CH:24][CH:23]=1)[OH:21]. (6) Given the reactants [F:1][C:2]1[CH:38]=[C:37]([F:39])[CH:36]=[CH:35][C:3]=1[CH2:4][N:5]([CH2:26][CH2:27][CH2:28][CH2:29][CH2:30][CH2:31][CH2:32][CH2:33][CH3:34])[C:6](=[O:25])[CH2:7][O:8][C:9]1[CH:14]=[CH:13][C:12]([CH2:15][C@H:16]([O:22][CH2:23][CH3:24])[C:17]([O:19]CC)=[O:18])=[CH:11][CH:10]=1.[Li+].[OH-], predict the reaction product. The product is: [F:1][C:2]1[CH:38]=[C:37]([F:39])[CH:36]=[CH:35][C:3]=1[CH2:4][N:5]([CH2:26][CH2:27][CH2:28][CH2:29][CH2:30][CH2:31][CH2:32][CH2:33][CH3:34])[C:6](=[O:25])[CH2:7][O:8][C:9]1[CH:14]=[CH:13][C:12]([CH2:15][C@H:16]([O:22][CH2:23][CH3:24])[C:17]([OH:19])=[O:18])=[CH:11][CH:10]=1. (7) Given the reactants [Br:1][C:2]1[CH:7]=[CH:6][N:5]=[C:4]([NH2:8])[CH:3]=1.N1C=CC=CC=1.[C:15](OC(=O)C)(=[O:17])[CH3:16], predict the reaction product. The product is: [Br:1][C:2]1[CH:7]=[CH:6][N:5]=[C:4]([NH:8][C:15](=[O:17])[CH3:16])[CH:3]=1. (8) Given the reactants [S:1]1[CH:5]=[CH:4][CH:3]=[C:2]1[C:6]([NH:8][CH2:9][C:10]([OH:12])=[O:11])=O.[CH3:13][NH:14][C:15]1[N:20]=[CH:19][C:18]([CH:21]=O)=[CH:17][CH:16]=1.[C:23]([O-])(=[O:25])[CH3:24].[Na+].C(OC(=O)C)(=O)C, predict the reaction product. The product is: [C:23]([CH2:13][NH:14][C:15]1[N:20]=[CH:19][C:18]([CH:21]=[C:9]2[C:10](=[O:11])[O:12][C:6]([C:2]3[S:1][CH:5]=[CH:4][CH:3]=3)=[N:8]2)=[CH:17][CH:16]=1)(=[O:25])[CH3:24].